Dataset: Full USPTO retrosynthesis dataset with 1.9M reactions from patents (1976-2016). Task: Predict the reactants needed to synthesize the given product. (1) The reactants are: [CH3:1][NH:2][C:3](=[O:23])[C:4]1[CH:9]=[C:8]([O:10][C:11]2[CH:22]=[CH:21][C:14]3[N:15]=[C:16](S(C)=O)[S:17][C:13]=3[CH:12]=2)[CH:7]=[CH:6][N:5]=1.[CH3:24][N:25]1[CH2:30][CH2:29][N:28]([CH2:31][C:32]2[CH:37]=[CH:36][C:35]([CH2:38][NH2:39])=[CH:34][CH:33]=2)[CH2:27][CH2:26]1.CCN(C(C)C)C(C)C. Given the product [CH3:1][NH:2][C:3](=[O:23])[C:4]1[CH:9]=[C:8]([O:10][C:11]2[CH:22]=[CH:21][C:14]3[N:15]=[C:16]([NH:39][CH2:38][C:35]4[CH:34]=[CH:33][C:32]([CH2:31][N:28]5[CH2:27][CH2:26][N:25]([CH3:24])[CH2:30][CH2:29]5)=[CH:37][CH:36]=4)[S:17][C:13]=3[CH:12]=2)[CH:7]=[CH:6][N:5]=1, predict the reactants needed to synthesize it. (2) Given the product [CH2:1]([O:8][C@@H:9]([CH3:20])[CH2:10][CH2:11][CH2:12][CH2:13][CH2:14][CH2:15][C@@H:16]([OH:19])[CH2:17][O:18][S:33]([C:30]1[CH:31]=[CH:32][C:27]([CH3:37])=[CH:28][CH:29]=1)(=[O:35])=[O:34])[C:2]1[CH:7]=[CH:6][CH:5]=[CH:4][CH:3]=1, predict the reactants needed to synthesize it. The reactants are: [CH2:1]([O:8][C@@H:9]([CH3:20])[CH2:10][CH2:11][CH2:12][CH2:13][CH2:14][CH2:15][C@@H:16]([OH:19])[CH2:17][OH:18])[C:2]1[CH:7]=[CH:6][CH:5]=[CH:4][CH:3]=1.N1C=CC=CC=1.[C:27]1([CH3:37])[CH:32]=[CH:31][C:30]([S:33](Cl)(=[O:35])=[O:34])=[CH:29][CH:28]=1.C(OCC)C. (3) Given the product [Cl:31][C:27]1[CH:28]=[C:29]([CH3:30])[C:21]2[N:20]=[C:13]([C:12]3[N:8]([C:3]4[C:2]([Cl:1])=[CH:7][CH:6]=[CH:5][N:4]=4)[N:9]=[C:10]([C:16]([F:19])([F:18])[F:17])[CH:11]=3)[O:14][C:23](=[O:24])[C:22]=2[CH:26]=1, predict the reactants needed to synthesize it. The reactants are: [Cl:1][C:2]1[C:3]([N:8]2[C:12]([C:13](Cl)=[O:14])=[CH:11][C:10]([C:16]([F:19])([F:18])[F:17])=[N:9]2)=[N:4][CH:5]=[CH:6][CH:7]=1.[NH2:20][C:21]1[C:29]([CH3:30])=[CH:28][C:27]([Cl:31])=[CH:26][C:22]=1[C:23](O)=[O:24].C(N(CC)CC)C.CS(Cl)(=O)=O. (4) Given the product [O:1]1[CH:5]=[CH:4][CH:3]=[C:2]1[C:6]1[N:10]([CH3:9])[C:11]([SH:14])=[N:12][N:13]=1, predict the reactants needed to synthesize it. The reactants are: [O:1]1[CH:5]=[CH:4][CH:3]=[C:2]1[C:6](Cl)=O.[CH3:9][NH:10][C:11](=[S:14])[NH:12][NH2:13].C(=O)(O)[O-].[Na+].Cl. (5) Given the product [C:20]1([CH3:23])[CH:21]=[CH:22][C:17]([C:2]2[C:3]3[C:8]([CH:9]=[C:10]4[C:15]=2[CH:14]=[CH:13][CH:12]=[CH:11]4)=[CH:7][CH:6]=[CH:5][CH:4]=3)=[CH:18][CH:19]=1, predict the reactants needed to synthesize it. The reactants are: Br[C:2]1[C:3]2[C:8]([CH:9]=[C:10]3[C:15]=1[CH:14]=[CH:13][CH:12]=[CH:11]3)=[CH:7][CH:6]=[CH:5][CH:4]=2.B(O)(O)[C:17]1[CH:18]=[CH:19][C:20]([CH3:23])=[CH:21][CH:22]=1.C([O-])([O-])=O.[Na+].[Na+].C1COCC1. (6) The reactants are: [CH3:1][C:2]([CH3:35])([CH3:34])[CH2:3][CH2:4][C@:5]1([CH3:33])[C:14]2[C:9](=[CH:10][CH:11]=[CH:12][CH:13]=2)[C:8]([OH:15])=[C:7]([C:16]2[NH:21][C:20]3[S:22][CH:23]=[C:24]([CH2:25][O:26]COC)[C:19]=3[S:18](=[O:31])(=[O:30])[N:17]=2)[C:6]1=[O:32].Cl. Given the product [CH3:1][C:2]([CH3:35])([CH3:34])[CH2:3][CH2:4][C@:5]1([CH3:33])[C:14]2[C:9](=[CH:10][CH:11]=[CH:12][CH:13]=2)[C:8]([OH:15])=[C:7]([C:16]2[NH:21][C:20]3[S:22][CH:23]=[C:24]([CH2:25][OH:26])[C:19]=3[S:18](=[O:31])(=[O:30])[N:17]=2)[C:6]1=[O:32], predict the reactants needed to synthesize it. (7) Given the product [Cl:1][C:2]1[C:7]2[C:8](=[O:22])[N:9]([CH2:11][C:12]3[CH:17]=[CH:16][C:15]([O:18][CH3:19])=[CH:14][C:13]=3[O:20][CH3:21])[CH2:10][C:6]=2[C:5]([F:23])=[C:4]([N:25]2[CH2:29][CH2:28][C@H:27]([NH:30][C:31](=[O:37])[O:32][C:33]([CH3:35])([CH3:34])[CH3:36])[CH2:26]2)[N:3]=1, predict the reactants needed to synthesize it. The reactants are: [Cl:1][C:2]1[C:7]2[C:8](=[O:22])[N:9]([CH2:11][C:12]3[CH:17]=[CH:16][C:15]([O:18][CH3:19])=[CH:14][C:13]=3[O:20][CH3:21])[CH2:10][C:6]=2[C:5]([F:23])=[C:4](Cl)[N:3]=1.[NH:25]1[CH2:29][CH2:28][C@H:27]([NH:30][C:31](=[O:37])[O:32][C:33]([CH3:36])([CH3:35])[CH3:34])[CH2:26]1. (8) Given the product [CH2:18]([O:20][C:21]([C:23]1[C:27]2[CH:28]=[CH:29][C:30]([C:7]3[CH:6]=[CH:5][C:4]([OH:17])=[CH:3][C:2]=3[CH3:1])=[CH:31][C:26]=2[O:25][N:24]=1)=[O:22])[CH3:19], predict the reactants needed to synthesize it. The reactants are: [CH3:1][C:2]1[CH:3]=[C:4]([OH:17])[CH:5]=[CH:6][C:7]=1B1OC(C)(C)C(C)(C)O1.[CH2:18]([O:20][C:21]([C:23]1[C:27]2[CH:28]=[CH:29][C:30](Br)=[CH:31][C:26]=2[O:25][N:24]=1)=[O:22])[CH3:19].N#N.[O-]P([O-])([O-])=O.[K+].[K+].[K+].